Dataset: Full USPTO retrosynthesis dataset with 1.9M reactions from patents (1976-2016). Task: Predict the reactants needed to synthesize the given product. (1) Given the product [OH:32][CH2:31][CH:30]([NH:29][C:24]([C:5]1[C:4]2[C:9](=[CH:10][CH:11]=[C:2]([Br:1])[CH:3]=2)[N:8]=[C:7]([C:12]2[CH:17]=[C:16]([O:18][CH3:19])[C:15]([O:20][CH3:21])=[C:14]([O:22][CH3:23])[CH:13]=2)[CH:6]=1)=[O:25])[CH2:33][C:34]1[C:38]2[CH:39]=[N:40][CH:41]=[CH:42][C:37]=2[NH:36][CH:35]=1, predict the reactants needed to synthesize it. The reactants are: [Br:1][C:2]1[CH:3]=[C:4]2[C:9](=[CH:10][CH:11]=1)[N:8]=[C:7]([C:12]1[CH:17]=[C:16]([O:18][CH3:19])[C:15]([O:20][CH3:21])=[C:14]([O:22][CH3:23])[CH:13]=1)[CH:6]=[C:5]2[C:24](O)=[O:25].Cl.Cl.[NH2:29][CH:30]([CH2:33][C:34]1[C:38]2[CH:39]=[N:40][CH:41]=[CH:42][C:37]=2[NH:36][CH:35]=1)[CH2:31][OH:32].C1C=CC2N(O)N=NC=2C=1.CCN=C=NCCCN(C)C. (2) Given the product [Cl:9][C:10]1[C:15]([N:16]2[CH2:21][CH2:20][CH:19]([C:22]3[CH:23]=[C:24]([Cl:29])[CH:25]=[C:26]([Cl:28])[CH:27]=3)[CH2:18][CH2:17]2)=[CH:14][N:13]=[N:12][C:11]=1[NH:30][NH:31][C:4](=[O:5])[CH2:3][C:2]([F:8])([F:7])[F:1], predict the reactants needed to synthesize it. The reactants are: [F:1][C:2]([F:8])([F:7])[CH2:3][C:4](Cl)=[O:5].[Cl:9][C:10]1[C:15]([N:16]2[CH2:21][CH2:20][CH:19]([C:22]3[CH:27]=[C:26]([Cl:28])[CH:25]=[C:24]([Cl:29])[CH:23]=3)[CH2:18][CH2:17]2)=[CH:14][N:13]=[N:12][C:11]=1[NH:30][NH2:31].C(=O)(O)[O-].[Na+]. (3) Given the product [CH2:13]([N:15]([CH3:16])[C:2]1[CH:3]=[C:4]2[C:9](=[CH:10][CH:11]=1)[C:8](=[O:12])[NH:7][CH2:6][CH2:5]2)[CH3:14], predict the reactants needed to synthesize it. The reactants are: F[C:2]1[CH:3]=[C:4]2[C:9](=[CH:10][CH:11]=1)[C:8](=[O:12])[NH:7][CH2:6][CH2:5]2.[CH2:13]([NH:15][CH3:16])[CH3:14].